Dataset: Full USPTO retrosynthesis dataset with 1.9M reactions from patents (1976-2016). Task: Predict the reactants needed to synthesize the given product. (1) Given the product [Cl:1][C:2]1[CH:7]=[CH:6][C:5]([C:8]2[C:13]([O:14][CH2:15][C:16]([F:19])([F:17])[F:18])=[N:12][CH:11]=[C:10]([CH:9]=2)[C:20]([NH:32][CH2:31][C:29]2[O:28][N:27]=[C:26]([O:25][CH3:24])[CH:30]=2)=[O:21])=[CH:4][CH:3]=1, predict the reactants needed to synthesize it. The reactants are: [Cl:1][C:2]1[CH:7]=[CH:6][C:5]([C:8]2[CH:9]=[C:10]([C:20](O)=[O:21])[CH:11]=[N:12][C:13]=2[O:14][CH2:15][C:16]([F:19])([F:18])[F:17])=[CH:4][CH:3]=1.Cl.[CH3:24][O:25][C:26]1[CH:30]=[C:29]([CH2:31][NH2:32])[O:28][N:27]=1. (2) Given the product [ClH:47].[ClH:47].[ClH:47].[F:25][C:22]1[CH:23]=[CH:24][C:19]([C:17]2[N:16]=[C:15]([CH:30]3[CH2:31][CH2:32][N:33]([C:36]4[C:37]5[CH2:44][C:43](=[O:45])[NH:42][C:38]=5[N:39]=[CH:40][N:41]=4)[CH2:34][CH2:35]3)[N:14]([CH2:13][CH2:12][NH:10][CH3:9])[CH:18]=2)=[CH:20][C:21]=1[C:26]([F:27])([F:28])[F:29], predict the reactants needed to synthesize it. The reactants are: C(O[C:9](=O)[N:10]([CH2:12][CH2:13][N:14]1[CH:18]=[C:17]([C:19]2[CH:24]=[CH:23][C:22]([F:25])=[C:21]([C:26]([F:29])([F:28])[F:27])[CH:20]=2)[N:16]=[C:15]1[CH:30]1[CH2:35][CH2:34][N:33]([C:36]2[C:37]3[CH2:44][C:43](=[O:45])[NH:42][C:38]=3[N:39]=[CH:40][N:41]=2)[CH2:32][CH2:31]1)C)C1C=CC=CC=1.[ClH:47].